This data is from Catalyst prediction with 721,799 reactions and 888 catalyst types from USPTO. The task is: Predict which catalyst facilitates the given reaction. (1) Reactant: [CH3:1][O:2][C:3]1[CH:12]=[C:11]2[C:6]([CH:7]=[CH:8][C:9](=[O:16])[N:10]2[CH2:13][CH:14]=O)=[N:5][CH:4]=1.[NH:17]1[CH2:22][CH2:21][O:20][C@@H:19]([CH2:23][NH:24][C:25](=[O:31])[O:26][C:27]([CH3:30])([CH3:29])[CH3:28])[CH2:18]1.[O-]S([O-])(=O)=O.[Na+].[Na+].[BH-](OC(C)=O)(OC(C)=O)OC(C)=O.[Na+]. Product: [CH3:1][O:2][C:3]1[CH:12]=[C:11]2[C:6]([CH:7]=[CH:8][C:9](=[O:16])[N:10]2[CH2:13][CH2:14][N:17]2[CH2:22][CH2:21][O:20][C@@H:19]([CH2:23][NH:24][C:25](=[O:31])[O:26][C:27]([CH3:29])([CH3:28])[CH3:30])[CH2:18]2)=[N:5][CH:4]=1. The catalyst class is: 254. (2) Reactant: [C:1]([O:5][C:6]([N:8]1[CH2:13][CH2:12][O:11][C@@H:10]([C:14]([OH:16])=O)[CH2:9]1)=[O:7])([CH3:4])([CH3:3])[CH3:2].CCN(C(C)C)C(C)C.CN([C:29]([O:33][N:34]1N=NC2C=CC=C[C:35]1=2)=[N+](C)C)C.F[P-](F)(F)(F)(F)F.C1C=CC2N(O)N=NC=2C=1.Cl. Product: [CH3:29][O:33][N:34]([CH3:35])[C:14]([C@@H:10]1[O:11][CH2:12][CH2:13][N:8]([C:6]([O:5][C:1]([CH3:2])([CH3:3])[CH3:4])=[O:7])[CH2:9]1)=[O:16]. The catalyst class is: 18. (3) Reactant: [OH:1][C:2]1[C:9](I)=[CH:8][C:7](I)=[CH:6][C:3]=1[CH:4]=[O:5].N1[CH:17]=[CH:16][CH:15]=CC=1.[CH:18]#[C:19][CH3:20]. Product: [CH3:20][C:19]1[O:1][C:2]2[C:3]([CH:4]=[O:5])=[CH:6][C:7]([C:17]#[C:16][CH3:15])=[CH:8][C:9]=2[CH:18]=1. The catalyst class is: 13.